The task is: Predict which catalyst facilitates the given reaction.. This data is from Catalyst prediction with 721,799 reactions and 888 catalyst types from USPTO. (1) Reactant: O=C1C2C(=CC=CC=2)C(=O)[N:3]1[O:12][CH2:13][C@@H:14]([NH:16][C:17](=[O:23])[O:18][C:19]([CH3:22])([CH3:21])[CH3:20])[CH3:15].O.NN. Product: [NH2:3][O:12][CH2:13][C@@H:14]([NH:16][C:17](=[O:23])[O:18][C:19]([CH3:22])([CH3:21])[CH3:20])[CH3:15]. The catalyst class is: 511. (2) Reactant: [Cl:1][C:2]1[N:3]=[N:4][C:5]([Cl:9])=[CH:6][C:7]=1Cl.[CH2:10]([NH:12][CH2:13][CH3:14])[CH3:11].O.CC(=O)OCC. Product: [Cl:1][C:2]1[N:3]=[N:4][C:5]([Cl:9])=[CH:6][C:7]=1[N:12]([CH2:13][CH3:14])[CH2:10][CH3:11]. The catalyst class is: 11. (3) Reactant: [C:1]([O:4][CH2:5][C@@H:6]1[C@@H:11]([O:12][C:13](=[O:15])[CH3:14])[C@H:10]([O:16][C:17](=[O:19])[CH3:18])[C@@:9]([O:29][C:30](=[O:32])[CH3:31])([CH2:20][O:21]CC2C=CC=CC=2)[C@@H:8]([O:33][C:34]2[CH:39]=[CH:38][C:37]([C:40]3[CH:45]=[CH:44][CH:43]=[C:42]([C:46](=[O:49])[NH:47][CH3:48])[CH:41]=3)=[CH:36][C:35]=2[CH3:50])[O:7]1)(=[O:3])[CH3:2].CC(O)=O. Product: [C:30]([O:29][C@@:9]1([CH2:20][OH:21])[C@@H:10]([O:16][C:17](=[O:19])[CH3:18])[C@H:11]([O:12][C:13](=[O:15])[CH3:14])[C@@H:6]([CH2:5][O:4][C:1](=[O:3])[CH3:2])[O:7][C@@H:8]1[O:33][C:34]1[CH:39]=[CH:38][C:37]([C:40]2[CH:45]=[CH:44][CH:43]=[C:42]([C:46](=[O:49])[NH:47][CH3:48])[CH:41]=2)=[CH:36][C:35]=1[CH3:50])(=[O:32])[CH3:31]. The catalyst class is: 320.